From a dataset of Full USPTO retrosynthesis dataset with 1.9M reactions from patents (1976-2016). Predict the reactants needed to synthesize the given product. (1) Given the product [Br:19][CH2:17][C:16]([C:3]1[C:4]([CH3:15])=[CH:5][C:6]([O:8][C:9]2[CH:14]=[CH:13][CH:12]=[CH:11][CH:10]=2)=[CH:7][C:2]=1[CH3:1])=[O:18], predict the reactants needed to synthesize it. The reactants are: [CH3:1][C:2]1[CH:7]=[C:6]([O:8][C:9]2[CH:14]=[CH:13][CH:12]=[CH:11][CH:10]=2)[CH:5]=[C:4]([CH3:15])[C:3]=1[C:16](=[O:18])[CH3:17].[Br-:19].[Br-].[Br-].C([N+](CCCC)(CCCC)CCCC)CCC.C([N+](CCCC)(CCCC)CCCC)CCC.C([N+](CCCC)(CCCC)CCCC)CCC. (2) The reactants are: C(OC([N:8]1[CH2:13][CH:12]=[C:11]([C:14]2[CH:35]=[CH:34][C:17]3[C:18]4[N:22]([CH2:23][CH2:24][O:25][C:16]=3[CH:15]=2)[CH:21]=[C:20]([C:26]2[N:27]([CH:31]([CH3:33])[CH3:32])[N:28]=[CH:29][N:30]=2)[N:19]=4)[CH2:10][CH2:9]1)=O)(C)(C)C.[ClH:36]. Given the product [ClH:36].[CH:31]([N:27]1[C:26]([C:20]2[N:19]=[C:18]3[N:22]([CH2:23][CH2:24][O:25][C:16]4[CH:15]=[C:14]([CH:11]5[CH2:12][CH2:13][NH:8][CH2:9][CH2:10]5)[CH:35]=[CH:34][C:17]=43)[CH:21]=2)=[N:30][CH:29]=[N:28]1)([CH3:33])[CH3:32], predict the reactants needed to synthesize it. (3) Given the product [Cl:1][C:2]1[CH:3]=[C:4]([C:12]2[N:16]=[C:15]([C:17]3[CH:22]=[CH:21][C:20]([C:23]([NH:26][CH2:33][CH2:32][C:31]([O:35][CH3:36])=[O:34])([CH3:24])[CH3:25])=[CH:19][CH:18]=3)[O:14][N:13]=2)[CH:5]=[CH:6][C:7]=1[O:8][CH:9]([CH3:11])[CH3:10], predict the reactants needed to synthesize it. The reactants are: [Cl:1][C:2]1[CH:3]=[C:4]([C:12]2[N:16]=[C:15]([C:17]3[CH:22]=[CH:21][C:20]([C:23]([NH2:26])([CH3:25])[CH3:24])=[CH:19][CH:18]=3)[O:14][N:13]=2)[CH:5]=[CH:6][C:7]=1[O:8][CH:9]([CH3:11])[CH3:10].C(O)(=O)C.[C:31]([O:35][CH3:36])(=[O:34])[CH:32]=[CH2:33]. (4) The reactants are: [CH2:1]([O:8][C:9]1[CH:10]=[C:11]([OH:18])[CH:12]=[CH:13][C:14]=1[N+:15]([O-:17])=[O:16])[C:2]1[CH:7]=[CH:6][CH:5]=[CH:4][CH:3]=1.[C:19]([Si:23]([CH3:26])([CH3:25])Cl)([CH3:22])([CH3:21])[CH3:20].N1C=CN=C1.CN(C1C=CC=CN=1)C. Given the product [CH2:1]([O:8][C:9]1[CH:10]=[C:11]([CH:12]=[CH:13][C:14]=1[N+:15]([O-:17])=[O:16])[O:18][Si:23]([C:19]([CH3:22])([CH3:21])[CH3:20])([CH3:26])[CH3:25])[C:2]1[CH:3]=[CH:4][CH:5]=[CH:6][CH:7]=1, predict the reactants needed to synthesize it. (5) Given the product [CH:29]1(/[CH:30]=[C:33](\[C:2]2[CH:7]=[CH:6][C:5]([S:8][CH2:9][CH:10]3[CH2:12][CH2:11]3)=[CH:4][CH:3]=2)/[C:41]([O:44][CH2:45][CH3:46])=[O:43])[CH2:34][CH2:14][CH2:13][CH2:35]1, predict the reactants needed to synthesize it. The reactants are: Br[C:2]1[CH:7]=[CH:6][C:5]([S:8][CH2:9][CH:10]2[CH2:12][CH2:11]2)=[CH:4][CH:3]=1.[C:13]([O-])(=O)[CH3:14].[K+].B1(B2O[C:30]([CH3:33])(C)[C:29]([CH3:35])([CH3:34])O2)O[C:30](C)([CH3:33])[C:29]([CH3:35])([CH3:34])O1.CN(C=O)C.[C:41]([O:44][CH2:45][CH3:46])(=[O:43])C. (6) Given the product [ClH:43].[NH2:7][CH2:8][CH2:9][N:10]([CH:20]([C:24]1[N:25]([CH2:35][C:36]2[CH:41]=[CH:40][CH:39]=[CH:38][CH:37]=2)[C:26](=[O:34])[C:27]2[C:32]([CH3:33])=[N:31][S:30][C:28]=2[N:29]=1)[CH:21]([CH3:23])[CH3:22])[C:11](=[O:19])[C:12]1[CH:17]=[CH:16][C:15]([Br:18])=[CH:14][CH:13]=1, predict the reactants needed to synthesize it. The reactants are: C(OC(=O)[NH:7][CH2:8][CH2:9][N:10]([CH:20]([C:24]1[N:25]([CH2:35][C:36]2[CH:41]=[CH:40][CH:39]=[CH:38][CH:37]=2)[C:26](=[O:34])[C:27]2[C:32]([CH3:33])=[N:31][S:30][C:28]=2[N:29]=1)[CH:21]([CH3:23])[CH3:22])[C:11](=[O:19])[C:12]1[CH:17]=[CH:16][C:15]([Br:18])=[CH:14][CH:13]=1)(C)(C)C.[ClH:43]. (7) Given the product [Br:18][C:19]1[CH:32]=[CH:31][C:30]2[C:21](=[C:22]([C:2]#[C:1][Si:4]([CH:8]([CH3:10])[CH3:9])([CH:15]([CH3:16])[CH3:14])[CH:5]([CH3:7])[CH3:6])[C:23]3[C:28]([C:29]=2[C:12]#[C:11][Si:4]([CH:5]([CH3:6])[CH3:7])([CH:1]([CH3:3])[CH3:2])[CH:8]([CH3:10])[CH3:9])=[CH:27][C:26]([Br:34])=[CH:25][CH:24]=3)[CH:20]=1, predict the reactants needed to synthesize it. The reactants are: [CH:1]([Si:4]([C:11]#[CH:12])([CH:8]([CH3:10])[CH3:9])[CH:5]([CH3:7])[CH3:6])([CH3:3])[CH3:2].C([Li])[CH2:14][CH2:15][CH3:16].[Br:18][C:19]1[CH:32]=[CH:31][C:30]2[C:29](=O)[C:28]3[C:23](=[CH:24][CH:25]=[C:26]([Br:34])[CH:27]=3)[C:22](=O)[C:21]=2[CH:20]=1.[Sn](Cl)Cl. (8) Given the product [F:43][C:44]1[CH:45]=[C:46]([CH:47]=[C:48]([C:50]2([O:56][CH3:57])[CH2:51][CH2:52][O:53][CH2:54][CH2:55]2)[CH:49]=1)[O:58][CH2:1][C:2]1[O:6][N:5]=[C:4]([C:7]2[CH:8]=[CH:9][CH:10]=[CH:11][CH:12]=2)[C:3]=1[C:13]1[CH:18]=[CH:17][C:16]([S:19]([NH2:22])(=[O:21])=[O:20])=[CH:15][CH:14]=1, predict the reactants needed to synthesize it. The reactants are: [CH3:1][C:2]1[O:6][N:5]=[C:4]([C:7]2[CH:12]=[CH:11][CH:10]=[CH:9][CH:8]=2)[C:3]=1[C:13]1[CH:18]=[CH:17][C:16]([S:19]([NH2:22])(=[O:21])=[O:20])=[CH:15][CH:14]=1.C([Li])CCC.ClC(Cl)(Cl)C(Cl)(Cl)Cl.ClCC1ON=CC=1.[F:43][C:44]1[CH:45]=[C:46]([OH:58])[CH:47]=[C:48]([C:50]2([O:56][CH3:57])[CH2:55][CH2:54][O:53][CH2:52][CH2:51]2)[CH:49]=1. (9) Given the product [C:20]([N:23]1[CH2:27][CH2:26][CH2:25][CH:24]1[C:28]1[CH:29]=[C:30]([CH:36]=[CH:37][C:38]=1[O:39][CH2:7][C:8]1[CH:13]=[CH:12][CH:11]=[CH:10][CH:9]=1)[C:31]([O:33][CH2:34][CH3:35])=[O:32])(=[O:22])[CH3:21], predict the reactants needed to synthesize it. The reactants are: C(=O)([O-])[O-].[K+].[K+].[CH2:7](Br)[C:8]1[CH:13]=[CH:12][CH:11]=[CH:10][CH:9]=1.CN(C)C=O.[C:20]([N:23]1[CH2:27][CH2:26][CH2:25][CH:24]1[C:28]1[CH:29]=[C:30]([CH:36]=[CH:37][C:38]=1[OH:39])[C:31]([O:33][CH2:34][CH3:35])=[O:32])(=[O:22])[CH3:21]. (10) The reactants are: [CH:1]([C@H:4]1[C:8]([C:15]2[CH:20]=[CH:19][CH:18]=[CH:17][CH:16]=2)([C:9]2[CH:14]=[CH:13][CH:12]=[CH:11][CH:10]=2)[O:7][C:6](=[O:21])[N:5]1[C:22](=[O:35])/[CH:23]=[CH:24]/[C:25]1[CH:30]=[CH:29][CH:28]=[CH:27][C:26]=1[C:31]([F:34])([F:33])[F:32])([CH3:3])[CH3:2].N12CCCN=C1CCCCC2.[N+:47]([CH3:50])([O-:49])=[O:48].Cl. Given the product [CH:1]([C@H:4]1[C:8]([C:15]2[CH:20]=[CH:19][CH:18]=[CH:17][CH:16]=2)([C:9]2[CH:10]=[CH:11][CH:12]=[CH:13][CH:14]=2)[O:7][C:6](=[O:21])[N:5]1[C:22](=[O:35])[CH2:23][C@@H:24]([C:25]1[CH:30]=[CH:29][CH:28]=[CH:27][C:26]=1[C:31]([F:32])([F:34])[F:33])[CH2:50][N+:47]([O-:49])=[O:48])([CH3:3])[CH3:2], predict the reactants needed to synthesize it.